From a dataset of Full USPTO retrosynthesis dataset with 1.9M reactions from patents (1976-2016). Predict the reactants needed to synthesize the given product. (1) Given the product [Cl:1][C:2]1[CH:3]=[C:4]([OH:5])[CH:10]=[CH:11][C:12]=1[C:13]([F:15])([F:16])[F:14], predict the reactants needed to synthesize it. The reactants are: [Cl:1][C:2]1[CH:3]=[C:4]([CH:10]=[CH:11][C:12]=1[C:13]([F:16])([F:15])[F:14])[O:5]CC(O)=O.[Cl-].ClC1N(C)CC[NH+]1C.Cl.NCC1C=CC(NS(C)(=O)=O)=C(C)C=1. (2) Given the product [CH3:10][C:9]([NH:12][C:13](=[O:15])[CH3:14])([C:6]1[CH:7]=[CH:8][C:3]([CH2:2][N:27]2[CH2:28][CH2:29][N:24]([C:19]3[N:18]=[CH:23][CH:22]=[CH:21][N:20]=3)[CH2:25][CH2:26]2)=[CH:4][CH:5]=1)[CH3:11], predict the reactants needed to synthesize it. The reactants are: Cl[CH2:2][C:3]1[CH:8]=[CH:7][C:6]([C:9]([NH:12][C:13](=[O:15])[CH3:14])([CH3:11])[CH3:10])=[CH:5][CH:4]=1.Cl.Cl.[N:18]1[CH:23]=[CH:22][CH:21]=[N:20][C:19]=1[N:24]1[CH2:29][CH2:28][NH:27][CH2:26][CH2:25]1.